Dataset: Peptide-MHC class II binding affinity with 134,281 pairs from IEDB. Task: Regression. Given a peptide amino acid sequence and an MHC pseudo amino acid sequence, predict their binding affinity value. This is MHC class II binding data. (1) The peptide sequence is ATVATAPEVKYTVFE. The MHC is HLA-DPA10103-DPB10201 with pseudo-sequence HLA-DPA10103-DPB10201. The binding affinity (normalized) is 0.633. (2) The peptide sequence is KIEIDQDHQEEICEV. The MHC is HLA-DQA10401-DQB10402 with pseudo-sequence HLA-DQA10401-DQB10402. The binding affinity (normalized) is 0.296. (3) The peptide sequence is EEVMNIVLIALSILA. The MHC is DRB1_1501 with pseudo-sequence DRB1_1501. The binding affinity (normalized) is 0.652. (4) The peptide sequence is TLWQRPVVTIKIGGQLREAL. The MHC is HLA-DPA10301-DPB10402 with pseudo-sequence HLA-DPA10301-DPB10402. The binding affinity (normalized) is 0.416. (5) The peptide sequence is AAATAGTTVYGMFAA. The MHC is HLA-DQA10401-DQB10402 with pseudo-sequence HLA-DQA10401-DQB10402. The binding affinity (normalized) is 0.495. (6) The peptide sequence is FDSFVASLTEALRVI. The MHC is DRB1_1302 with pseudo-sequence DRB1_1302. The binding affinity (normalized) is 0.826. (7) The peptide sequence is ISSQYYIQQNGNLCY. The MHC is DRB1_1001 with pseudo-sequence DRB1_1001. The binding affinity (normalized) is 0.647.